Dataset: Forward reaction prediction with 1.9M reactions from USPTO patents (1976-2016). Task: Predict the product of the given reaction. (1) Given the reactants [CH2:1]([O:3][C:4]([N:6]1[CH2:13][CH:12]2[CH:8]([CH2:9][C:10]3[C:16]([CH2:17][OH:18])=[CH:15][S:14][C:11]=32)[CH2:7]1)=[O:5])[CH3:2].CC(O)=O.C1C(=O)N([Br:30])C(=O)C1, predict the reaction product. The product is: [CH2:1]([O:3][C:4]([N:6]1[CH2:13][CH:12]2[CH:8]([CH2:9][C:10]3[C:16]([CH2:17][OH:18])=[C:15]([Br:30])[S:14][C:11]=32)[CH2:7]1)=[O:5])[CH3:2]. (2) Given the reactants [CH2:1]([O:8][C:9]1[CH:14]=[C:13]([O:15][CH2:16][CH:17]=[CH:18][CH2:19]Br)[CH:12]=[CH:11][C:10]=1[CH:21]1[N:24]([C:25]2[CH:30]=[CH:29][C:28]([F:31])=[CH:27][CH:26]=2)[C:23](=[O:32])[CH:22]1[CH2:33][CH2:34][CH:35]([O:43][Si:44]([C:47]([CH3:50])([CH3:49])[CH3:48])([CH3:46])[CH3:45])[C:36]1[CH:41]=[CH:40][C:39]([F:42])=[CH:38][CH:37]=1)[C:2]1[CH:7]=[CH:6][CH:5]=[CH:4][CH:3]=1.[NH:51]1[CH:55]=[CH:54][N:53]=[CH:52]1, predict the reaction product. The product is: [CH2:1]([O:8][C:9]1[CH:14]=[C:13]([O:15][CH2:16][CH:17]=[CH:18][CH2:19][N:51]2[CH:55]=[CH:54][N:53]=[CH:52]2)[CH:12]=[CH:11][C:10]=1[CH:21]1[N:24]([C:25]2[CH:30]=[CH:29][C:28]([F:31])=[CH:27][CH:26]=2)[C:23](=[O:32])[CH:22]1[CH2:33][CH2:34][CH:35]([O:43][Si:44]([C:47]([CH3:50])([CH3:49])[CH3:48])([CH3:46])[CH3:45])[C:36]1[CH:41]=[CH:40][C:39]([F:42])=[CH:38][CH:37]=1)[C:2]1[CH:7]=[CH:6][CH:5]=[CH:4][CH:3]=1. (3) Given the reactants [Li+].CC([N-]C(C)C)C.C1CCCCC1.[C:15](#[N:19])[CH:16]([CH3:18])[CH3:17].[Si:20]([O:27][CH2:28][CH2:29][CH2:30]Br)([C:23]([CH3:26])([CH3:25])[CH3:24])([CH3:22])[CH3:21], predict the reaction product. The product is: [Si:20]([O:27][CH2:28][CH2:29][CH2:30][C:16]([CH3:18])([CH3:17])[C:15]#[N:19])([C:23]([CH3:26])([CH3:25])[CH3:24])([CH3:22])[CH3:21]. (4) The product is: [C:1]([C:4]1[CH:5]([C:30]2[CH:35]=[CH:34][C:33]([C:36]#[N:37])=[CH:32][CH:31]=2)[CH:6]([C:7]([O:9][CH2:10][C:11]2[CH:16]=[CH:15][CH:14]=[CH:13][CH:12]=2)=[O:8])[C:17](=[O:18])[N:19]([C:20]2[CH:25]=[CH:24][CH:23]=[C:22]([C:26]([F:28])([F:29])[F:27])[CH:21]=2)[C:38]=1[CH3:39])(=[O:3])[CH3:2]. Given the reactants [C:1]([CH:4]([C:38](=O)[CH3:39])[CH:5]([C:30]1[CH:35]=[CH:34][C:33]([C:36]#[N:37])=[CH:32][CH:31]=1)[CH:6]([C:17]([NH:19][C:20]1[CH:25]=[CH:24][CH:23]=[C:22]([C:26]([F:29])([F:28])[F:27])[CH:21]=1)=[O:18])[C:7]([O:9][CH2:10][C:11]1[CH:16]=[CH:15][CH:14]=[CH:13][CH:12]=1)=[O:8])(=[O:3])[CH3:2].S([O-])([O-])(=O)=O.[Mg+2], predict the reaction product. (5) Given the reactants Cl.[NH2:2][C@H:3]1[CH2:8][CH2:7][C@H:6]([NH:9][C:10]([C:12]2[C:16]3[N:17]=[CH:18][N:19]=[C:20]([C:21]4[CH:26]=[CH:25][C:24]([F:27])=[CH:23][C:22]=4[O:28][CH2:29][CH:30]4[CH2:32][CH2:31]4)[C:15]=3[NH:14][C:13]=2[CH3:33])=[O:11])[CH2:5][CH2:4]1.C([O:37][CH2:38][C:39](Cl)=[O:40])(=O)C, predict the reaction product. The product is: [CH:30]1([CH2:29][O:28][C:22]2[CH:23]=[C:24]([F:27])[CH:25]=[CH:26][C:21]=2[C:20]2[C:15]3[NH:14][C:13]([CH3:33])=[C:12]([C:10]([NH:9][C@H:6]4[CH2:7][CH2:8][C@H:3]([NH:2][C:38](=[O:37])[CH2:39][OH:40])[CH2:4][CH2:5]4)=[O:11])[C:16]=3[N:17]=[CH:18][N:19]=2)[CH2:31][CH2:32]1.